This data is from Catalyst prediction with 721,799 reactions and 888 catalyst types from USPTO. The task is: Predict which catalyst facilitates the given reaction. (1) Reactant: Br[C:2]1[CH:7]=[CH:6][C:5]([C:8]2[O:9][C:10](=[O:14])[O:11][C:12]=2[CH3:13])=[CH:4][CH:3]=1.[CH2:15]([O:17][P:18]([CH2:23][PH:24]([O:26][CH2:27][CH3:28])=[O:25])(=[O:22])[O:19][CH2:20][CH3:21])[CH3:16]. Product: [CH2:15]([O:17][P:18]([CH2:23][P:24]([C:2]1[CH:7]=[CH:6][C:5]([C:8]2[O:9][C:10](=[O:14])[O:11][C:12]=2[CH3:13])=[CH:4][CH:3]=1)(=[O:25])[O:26][CH2:27][CH3:28])([O:19][CH2:20][CH3:21])=[O:22])[CH3:16]. The catalyst class is: 790. (2) Reactant: [Cl:1][C:2]1[CH:3]=[C:4]([C:8]2[N:13]=[C:12]3[CH2:14][CH2:15][CH2:16][C:11]3=[C:10]([NH:17][C:18]3[CH:23]=[CH:22][C:21]([CH2:24][C:25]([NH2:27])=[O:26])=[CH:20][CH:19]=3)[CH:9]=2)[CH:5]=[CH:6][CH:7]=1.C1C=C(Cl)C=C(C(OO)=[O:36])C=1. Product: [NH2:27][C:25](=[O:26])[CH2:24][C:21]1[CH:20]=[CH:19][C:18]([NH:17][C:10]2[CH:9]=[C:8]([C:4]3[CH:5]=[CH:6][CH:7]=[C:2]([Cl:1])[CH:3]=3)[N+:13]([O-:36])=[C:12]3[CH2:14][CH2:15][CH2:16][C:11]=23)=[CH:23][CH:22]=1. The catalyst class is: 22. (3) Reactant: Cl[C:2]1[N:7]=[N:6][C:5]([C:8]2[NH:12][C:11]3[CH:13]=[CH:14][CH:15]=[CH:16][C:10]=3[N:9]=2)=[CH:4][CH:3]=1.[NH:17]1[CH2:22][CH2:21][NH:20][CH2:19][CH2:18]1. Product: [N:17]1([C:2]2[N:7]=[N:6][C:5]([C:8]3[NH:12][C:11]4[CH:13]=[CH:14][CH:15]=[CH:16][C:10]=4[N:9]=3)=[CH:4][CH:3]=2)[CH2:22][CH2:21][NH:20][CH2:19][CH2:18]1. The catalyst class is: 60. (4) Reactant: C([O-])(=O)C.[K+].[CH3:6][CH:7]([CH3:19])[CH2:8][C:9](=O)[CH2:10][C:11](=O)[C:12]([O:14][CH2:15][CH3:16])=[O:13].[Na].Cl.Cl.[CH2:23]([NH:30][NH2:31])[C:24]1[CH:29]=[CH:28][CH:27]=[CH:26][CH:25]=1. The catalyst class is: 15. Product: [CH2:23]([N:30]1[C:9]([CH2:8][CH:7]([CH3:19])[CH3:6])=[CH:10][C:11]([C:12]([O:14][CH2:15][CH3:16])=[O:13])=[N:31]1)[C:24]1[CH:29]=[CH:28][CH:27]=[CH:26][CH:25]=1. (5) Reactant: [CH3:1][N:2]1[CH:6]=[C:5]([N+:7]([O-])=O)[N:4]=[CH:3]1.[H][H].[Cl:12][C:13]1[N:18]=[C:17](Cl)[CH:16]=[C:15]([Cl:20])[N:14]=1. Product: [Cl:12][C:13]1[N:18]=[C:17]([NH:7][C:5]2[N:4]=[CH:3][N:2]([CH3:1])[CH:6]=2)[CH:16]=[C:15]([Cl:20])[N:14]=1. The catalyst class is: 29. (6) Reactant: [Br:1][C:2]1[CH:3]=[CH:4][C:5]([Cl:16])=[C:6]([CH2:8][C:9]2[CH:14]=[CH:13][C:12]([OH:15])=[CH:11][CH:10]=2)[CH:7]=1.[CH2:17](Br)[C:18]1[CH:23]=[CH:22][CH:21]=[CH:20][CH:19]=1.C(=O)([O-])[O-].[K+].[K+]. Product: [CH2:17]([O:15][C:12]1[CH:13]=[CH:14][C:9]([CH2:8][C:6]2[CH:7]=[C:2]([Br:1])[CH:3]=[CH:4][C:5]=2[Cl:16])=[CH:10][CH:11]=1)[C:18]1[CH:23]=[CH:22][CH:21]=[CH:20][CH:19]=1. The catalyst class is: 7. (7) Reactant: [NH2:1][C:2]1[CH:11]=[C:10]2[C:5]([CH:6]=[CH:7][C:8]([OH:12])=[CH:9]2)=[CH:4][CH:3]=1.[C:13]([O:17][C:18](=O)[O:19]C(C)(C)C)([CH3:16])([CH3:15])[CH3:14].O. Product: [OH:12][C:8]1[CH:9]=[C:10]2[C:5]([CH:4]=[CH:3][C:2]([NH:1][C:18](=[O:19])[O:17][C:13]([CH3:16])([CH3:15])[CH3:14])=[CH:11]2)=[CH:6][CH:7]=1. The catalyst class is: 7. (8) Reactant: [CH2:1]([O:3][C:4](=[O:43])[CH2:5][CH2:6][N:7]([CH2:38][C:39]([O:41][CH3:42])=[O:40])[C:8]([CH:10]1[N:30](C(OC(C)(C)C)=O)[CH2:29][C:13]2[N:14]([CH2:21][C:22]3[CH:27]=[CH:26][C:25]([F:28])=[CH:24][CH:23]=3)[C:15]3[C:20]([C:12]=2[CH2:11]1)=[CH:19][CH:18]=[CH:17][CH:16]=3)=[O:9])[CH3:2].C(O)(C(F)(F)F)=O. Product: [F:28][C:25]1[CH:26]=[CH:27][C:22]([CH2:21][N:14]2[C:15]3[C:20](=[CH:19][CH:18]=[CH:17][CH:16]=3)[C:12]3[CH2:11][CH:10]([C:8]([N:7]([CH2:6][CH2:5][C:4]([O:3][CH2:1][CH3:2])=[O:43])[CH2:38][C:39]([O:41][CH3:42])=[O:40])=[O:9])[NH:30][CH2:29][C:13]2=3)=[CH:23][CH:24]=1. The catalyst class is: 2. (9) Reactant: C[O:2][C:3](=[O:29])[C:4]1[CH:9]=[CH:8][C:7]([NH:10][C:11]([NH:13][C:14]2[CH:19]=[N:18][C:17]([CH3:20])=[CH:16][N:15]=2)=[O:12])=[C:6]([O:21][CH2:22][C:23]2[CH:24]=[N:25][CH:26]=[CH:27][CH:28]=2)[CH:5]=1.[OH-].[Li+].Cl. Product: [CH3:20][C:17]1[N:18]=[CH:19][C:14]([NH:13][C:11](=[O:12])[NH:10][C:7]2[CH:8]=[CH:9][C:4]([C:3]([OH:29])=[O:2])=[CH:5][C:6]=2[O:21][CH2:22][C:23]2[CH:24]=[N:25][CH:26]=[CH:27][CH:28]=2)=[N:15][CH:16]=1. The catalyst class is: 5.